This data is from Catalyst prediction with 721,799 reactions and 888 catalyst types from USPTO. The task is: Predict which catalyst facilitates the given reaction. (1) Reactant: [F:1][C:2]([F:21])([F:20])[C:3]1[CH:4]=[C:5]([CH:17]=[CH:18][CH:19]=1)[O:6][C:7]1[CH:16]=[CH:15][C:10]([C:11]([O:13]C)=[O:12])=[CH:9][CH:8]=1.[Li+].[OH-].C(O)(=O)CC(CC(O)=O)(C(O)=O)O. Product: [F:1][C:2]([F:20])([F:21])[C:3]1[CH:4]=[C:5]([CH:17]=[CH:18][CH:19]=1)[O:6][C:7]1[CH:16]=[CH:15][C:10]([C:11]([OH:13])=[O:12])=[CH:9][CH:8]=1. The catalyst class is: 87. (2) Reactant: C1(COC2C=C(C3(CCO)C=CC=C[NH+]3[O-])C=CC=2OC(F)F)CC1.[Cl:26][C:27]1[CH:28]=[N+:29]([O-:52])[CH:30]=[C:31]([Cl:51])[C:32]=1[CH2:33][C@@H:34]([C:36]1[CH:41]=[CH:40][C:39]([O:42][CH:43]([F:45])[F:44])=[C:38]([O:46][CH2:47][CH:48]2[CH2:50][CH2:49]2)[CH:37]=1)[OH:35].Br[CH2:54][C:55]([NH:57][C:58]1[CH:59]=[C:60]([CH:64]=[CH:65][C:66]=1[O:67][CH3:68])[C:61](O)=[O:62])=[O:56].C(Cl)C[Cl:71]. Product: [Cl:26][C:27]1[CH:28]=[N+:29]([O-:52])[CH:30]=[C:31]([Cl:51])[C:32]=1[CH2:33][C@H:34]([O:35][C:61](=[O:62])[C:60]1[CH:64]=[CH:65][C:66]([O:67][CH3:68])=[C:58]([NH:57][C:55](=[O:56])[CH2:54][Cl:71])[CH:59]=1)[C:36]1[CH:41]=[CH:40][C:39]([O:42][CH:43]([F:45])[F:44])=[C:38]([O:46][CH2:47][CH:48]2[CH2:50][CH2:49]2)[CH:37]=1. The catalyst class is: 239. (3) Reactant: [NH:1]1[C:9]2[C:4](=[CH:5][CH:6]=[CH:7][N:8]=2)[CH:3]=[CH:2]1.C1C=C(Cl)C=C(C(OO)=[O:18])C=1. Product: [NH:1]1[C:9]2=[N+:8]([O-:18])[CH:7]=[CH:6][CH:5]=[C:4]2[CH:3]=[CH:2]1. The catalyst class is: 57. (4) Reactant: C([O:3][C:4]([C:6]1[CH:7]=[N:8][N:9]([CH2:11][C:12]2[CH:17]=[CH:16][C:15]([C:18]3[O:22][N:21]=[C:20]([CH3:23])[C:19]=3[NH:24][C:25]([O:27][CH:28]([C:30]3[CH:35]=[CH:34][CH:33]=[CH:32][C:31]=3[Cl:36])[CH3:29])=[O:26])=[CH:14][CH:13]=2)[CH:10]=1)=[O:5])C.[OH-].[Li+].C1COCC1. Product: [Cl:36][C:31]1[CH:32]=[CH:33][CH:34]=[CH:35][C:30]=1[CH:28]([O:27][C:25]([NH:24][C:19]1[C:20]([CH3:23])=[N:21][O:22][C:18]=1[C:15]1[CH:16]=[CH:17][C:12]([CH2:11][N:9]2[CH:10]=[C:6]([C:4]([OH:5])=[O:3])[CH:7]=[N:8]2)=[CH:13][CH:14]=1)=[O:26])[CH3:29]. The catalyst class is: 6. (5) Reactant: [C:1]1([C:7]2[CH:12]=[CH:11][C:10]([CH2:13][S:14][C:15]3[CH:16]=[C:17]([NH2:21])[CH:18]=[CH:19][CH:20]=3)=[CH:9][CH:8]=2)[CH:6]=[CH:5][CH:4]=[CH:3][CH:2]=1.C(Cl)(Cl)=[S:23]. Product: [N-:21]=[C:17]=[S:23].[C:1]1([C:7]2[CH:12]=[CH:11][C:10]([CH2:13][S:14][C:15]3[CH:20]=[CH:19][CH:18]=[CH:17][CH:16]=3)=[CH:9][CH:8]=2)[CH:2]=[CH:3][CH:4]=[CH:5][CH:6]=1. The catalyst class is: 521. (6) Reactant: F[C:2]1[CH:3]=[C:4]([CH:6]=[C:7](F)[CH:8]=1)[NH2:5].[ClH:10].Cl[C:12](Cl)(Cl)[CH:13]([OH:15])O.S([O-])([O-])(=O)=O.[Na+].[Na+].[ClH:25].[NH2:26][OH:27]. Product: [Cl:10][C:2]1[CH:3]=[C:4]([NH:5][C:13](=[O:15])[CH:12]=[N:26][OH:27])[CH:6]=[C:7]([Cl:25])[CH:8]=1. The catalyst class is: 6. (7) Reactant: [Cl:1][C:2]1[CH:3]=[C:4]2[N:25]=[C:24]([O:26][C@H:27]3[C@H:31]4[O:32][CH2:33][C@@H:34]([OH:35])[C@H:30]4[O:29][CH2:28]3)[N:23]([CH2:36][O:37][CH2:38][CH2:39][Si:40]([CH3:43])([CH3:42])[CH3:41])[C:5]2=[N:6][C:7]=1[C:8]1[CH:13]=[CH:12][C:11](B2OC(C)(C)C(C)(C)O2)=[CH:10][CH:9]=1.Cl[C:45]1[N:50]=[CH:49][C:48]([N:51]=[S:52]([CH3:56])([NH:54][CH3:55])=[O:53])=[CH:47][CH:46]=1. Product: [OH:35][C@H:34]1[C@H:30]2[O:29][CH2:28][C@@H:27]([O:26][C:24]3[N:23]([CH2:36][O:37][CH2:38][CH2:39][Si:40]([CH3:41])([CH3:43])[CH3:42])[C:5]4=[N:6][C:7]([C:8]5[CH:13]=[CH:12][C:11]([C:45]6[N:50]=[CH:49][C:48]([N:51]=[S:52]([CH3:56])([NH:54][CH3:55])=[O:53])=[CH:47][CH:46]=6)=[CH:10][CH:9]=5)=[C:2]([Cl:1])[CH:3]=[C:4]4[N:25]=3)[C@H:31]2[O:32][CH2:33]1. The catalyst class is: 57. (8) Reactant: [CH3:1][O:2][C:3]1[CH:8]=[CH:7][C:6]([C:9]2([C:15]3[CH:20]=[CH:19][C:18]([O:21][CH3:22])=[CH:17][CH:16]=3)[CH2:14][CH2:13][CH2:12][NH:11][CH2:10]2)=[CH:5][CH:4]=1.[CH:23]([C:25]1[CH:26]=[C:27]([CH:32]=[CH:33][CH:34]=1)[C:28]([O:30][CH3:31])=[O:29])=O.[BH-](OC(C)=O)(OC(C)=O)OC(C)=O.[Na+].[O-]S([O-])(=O)=O.[Mg+2]. Product: [CH3:31][O:30][C:28](=[O:29])[C:27]1[CH:32]=[CH:33][CH:34]=[C:25]([CH2:23][N:11]2[CH2:12][CH2:13][CH2:14][C:9]([C:15]3[CH:16]=[CH:17][C:18]([O:21][CH3:22])=[CH:19][CH:20]=3)([C:6]3[CH:5]=[CH:4][C:3]([O:2][CH3:1])=[CH:8][CH:7]=3)[CH2:10]2)[CH:26]=1. The catalyst class is: 34. (9) The catalyst class is: 36. Product: [Cl:3][C:4]1[CH:8]=[C:7]([C:9]([NH:11][CH:12]2[CH2:13][CH2:14]2)=[O:10])[NH:6][C:5]=1[C:15]([OH:17])=[O:16]. Reactant: [Li+].[OH-].[Cl:3][C:4]1[CH:8]=[C:7]([C:9]([NH:11][CH:12]2[CH2:14][CH2:13]2)=[O:10])[NH:6][C:5]=1[C:15]([O:17]C)=[O:16]. (10) Reactant: C([O:4][CH2:5][C:6]1[CH:11]=[C:10]([C:12](=[O:29])[NH:13][CH:14]([C:16]2[CH:17]=[N:18][C:19]([O:23][CH2:24][C:25]([F:28])([F:27])[F:26])=[C:20]([CH3:22])[CH:21]=2)[CH3:15])[CH:9]=[C:8]([Cl:30])[N:7]=1)(=O)C.[OH-].[Na+].Cl. Product: [Cl:30][C:8]1[CH:9]=[C:10]([CH:11]=[C:6]([CH2:5][OH:4])[N:7]=1)[C:12]([NH:13][CH:14]([C:16]1[CH:17]=[N:18][C:19]([O:23][CH2:24][C:25]([F:27])([F:28])[F:26])=[C:20]([CH3:22])[CH:21]=1)[CH3:15])=[O:29]. The catalyst class is: 1.